Dataset: Peptide-MHC class I binding affinity with 185,985 pairs from IEDB/IMGT. Task: Regression. Given a peptide amino acid sequence and an MHC pseudo amino acid sequence, predict their binding affinity value. This is MHC class I binding data. (1) The peptide sequence is SILEYAKSI. The MHC is HLA-A02:03 with pseudo-sequence HLA-A02:03. The binding affinity (normalized) is 0.373. (2) The peptide sequence is FELTSMKYFV. The MHC is HLA-B18:01 with pseudo-sequence HLA-B18:01. The binding affinity (normalized) is 0.0255.